Dataset: Forward reaction prediction with 1.9M reactions from USPTO patents (1976-2016). Task: Predict the product of the given reaction. (1) Given the reactants C(N(CC)CC)C.[CH2:8]([OH:13])[CH2:9][CH2:10][C:11]#[CH:12].[Cl:14][C:15]1[CH:20]=[CH:19][C:18]([C:21](Cl)=[N:22][OH:23])=[CH:17][CH:16]=1.O, predict the reaction product. The product is: [Cl:14][C:15]1[CH:20]=[CH:19][C:18]([C:21]2[CH:12]=[C:11]([CH2:10][CH2:9][CH2:8][OH:13])[O:23][N:22]=2)=[CH:17][CH:16]=1. (2) The product is: [CH3:53][N:54]([CH3:59])[CH2:55][CH2:56][CH2:57][O:1][C:2]1[C:3]([O:32][CH3:33])=[CH:4][C:5]2[N:9]=[CH:8][N:7]([C:10]3[S:14][C:13]([C:15]([O:17][CH3:18])=[O:16])=[C:12]([O:19][CH2:20][C:21]4[CH:26]=[CH:25][CH:24]=[CH:23][C:22]=4[C:27]([F:30])([F:29])[F:28])[CH:11]=3)[C:6]=2[CH:31]=1. Given the reactants [OH:1][C:2]1[C:3]([O:32][CH3:33])=[CH:4][C:5]2[N:9]=[CH:8][N:7]([C:10]3[S:14][C:13]([C:15]([O:17][CH3:18])=[O:16])=[C:12]([O:19][CH2:20][C:21]4[CH:26]=[CH:25][CH:24]=[CH:23][C:22]=4[C:27]([F:30])([F:29])[F:28])[CH:11]=3)[C:6]=2[CH:31]=1.C1(P(C2C=CC=CC=2)C2C=CC=CC=2)C=CC=CC=1.[CH3:53][N:54]([CH3:59])[CH2:55][CH2:56][CH2:57]O.N(C(OCC)=O)=NC(OCC)=O, predict the reaction product. (3) Given the reactants CC1C=CC(S([O-])=O)=CC=1.[Na+].[C:12]([O:15][C:16]1[N:26]=[C:25]([N:27]2[CH2:32][CH2:31][CH:30]([C:33](=[O:48])[N:34](CC=C)[S:35]([CH2:38][C:39]3[CH:44]=[CH:43][CH:42]=[CH:41][CH:40]=3)(=[O:37])=[O:36])[CH2:29][CH2:28]2)[C:24]([C:49]#[N:50])=[CH:23][C:17]=1[C:18]([O:20][CH2:21][CH3:22])=[O:19])(=[O:14])[CH3:13], predict the reaction product. The product is: [C:12]([O:15][C:16]1[N:26]=[C:25]([N:27]2[CH2:28][CH2:29][CH:30]([C:33](=[O:48])[NH:34][S:35]([CH2:38][C:39]3[CH:40]=[CH:41][CH:42]=[CH:43][CH:44]=3)(=[O:36])=[O:37])[CH2:31][CH2:32]2)[C:24]([C:49]#[N:50])=[CH:23][C:17]=1[C:18]([O:20][CH2:21][CH3:22])=[O:19])(=[O:14])[CH3:13]. (4) Given the reactants [C:1]([C:5]1[CH:6]=[C:7]([NH:19][C:20](=[O:42])[C:21]([C:23]2[C:32]3[C:27](=[CH:28][CH:29]=[CH:30][CH:31]=3)[C:26]([O:33][CH2:34][CH2:35][N:36]3[CH2:41][CH2:40][O:39][CH2:38][CH2:37]3)=[CH:25][CH:24]=2)=O)[C:8]([O:17][CH3:18])=[C:9]([CH:16]=1)[C:10]([NH:12][CH:13]1[CH2:15][CH2:14]1)=[O:11])([CH3:4])([CH3:3])[CH3:2].[CH2:43]([O:45][C:46]([NH:48][NH2:49])=[O:47])[CH3:44].[CH3:50]CO, predict the reaction product. The product is: [CH2:43]([O:45][C:46]([NH:48][N:49]=[C:21]([C:20](=[O:42])[NH:19][C:7]1[CH:6]=[C:5]([C:1]([CH3:3])([CH3:4])[CH3:2])[CH:16]=[C:9]([C:10](=[O:11])[NH:12][CH:13]([CH2:14][CH3:50])[CH3:15])[C:8]=1[O:17][CH3:18])[C:23]1[C:32]2[C:27](=[CH:28][CH:29]=[CH:30][CH:31]=2)[C:26]([O:33][CH2:34][CH2:35][N:36]2[CH2:41][CH2:40][O:39][CH2:38][CH2:37]2)=[CH:25][CH:24]=1)=[O:47])[CH3:44].